Dataset: Catalyst prediction with 721,799 reactions and 888 catalyst types from USPTO. Task: Predict which catalyst facilitates the given reaction. Reactant: [CH3:1][O:2][C:3]([C:5]1[CH:6]=[C:7]2[C:11](=[CH:12][CH:13]=1)[NH:10][N:9]=[CH:8]2)=[O:4].C1(P(C2C=CC=CC=2)C2C=CC=CC=2)C=CC=CC=1.CC(OC(/N=N/C(OC(C)(C)C)=O)=O)(C)C.[Cl:49][C:50]1[CH:51]=[CH:52][C:53]([O:58][CH3:59])=[C:54]([CH2:56]O)[CH:55]=1. Product: [CH3:1][O:2][C:3]([C:5]1[CH:6]=[C:7]2[C:11](=[CH:12][CH:13]=1)[N:10]([CH2:56][C:54]1[CH:55]=[C:50]([Cl:49])[CH:51]=[CH:52][C:53]=1[O:58][CH3:59])[N:9]=[CH:8]2)=[O:4]. The catalyst class is: 182.